This data is from Peptide-MHC class II binding affinity with 134,281 pairs from IEDB. The task is: Regression. Given a peptide amino acid sequence and an MHC pseudo amino acid sequence, predict their binding affinity value. This is MHC class II binding data. (1) The peptide sequence is IDLWSYNAELLVALE. The MHC is DRB1_0301 with pseudo-sequence DRB1_0301. The binding affinity (normalized) is 0.373. (2) The peptide sequence is GGESFGIVVAWKVRL. The MHC is HLA-DQA10501-DQB10201 with pseudo-sequence HLA-DQA10501-DQB10201. The binding affinity (normalized) is 0.488.